From a dataset of Peptide-MHC class II binding affinity with 134,281 pairs from IEDB. Regression. Given a peptide amino acid sequence and an MHC pseudo amino acid sequence, predict their binding affinity value. This is MHC class II binding data. (1) The peptide sequence is YDKFLANVSTVPTGK. The MHC is DRB1_1101 with pseudo-sequence DRB1_1101. The binding affinity (normalized) is 0.527. (2) The peptide sequence is QNRMKLADCAVGFGS. The MHC is DRB1_0301 with pseudo-sequence DRB1_0301. The binding affinity (normalized) is 0.289. (3) The peptide sequence is AGLLGNVSTVLLGGV. The MHC is DRB1_1501 with pseudo-sequence DRB1_1501. The binding affinity (normalized) is 0.451. (4) The peptide sequence is VKDLKKIITRISAVS. The MHC is HLA-DQA10401-DQB10402 with pseudo-sequence HLA-DQA10401-DQB10402. The binding affinity (normalized) is 0.259. (5) The peptide sequence is AAATMGTTVYGAFAA. The MHC is HLA-DPA10103-DPB10401 with pseudo-sequence HLA-DPA10103-DPB10401. The binding affinity (normalized) is 0.409. (6) The peptide sequence is FDPYGATISATPEKA. The MHC is HLA-DQA10501-DQB10201 with pseudo-sequence HLA-DQA10501-DQB10201. The binding affinity (normalized) is 0.362. (7) The peptide sequence is SINTRMTVVSAVHFK. The MHC is H-2-IAb with pseudo-sequence H-2-IAb. The binding affinity (normalized) is 0.215.